Dataset: Reaction yield outcomes from USPTO patents with 853,638 reactions. Task: Predict the reaction yield, written as a fraction of the theoretical maximum amount of product (1.0 means a 100% yield; for example, 0.34 means a 34% yield). The reactants are ClC1C=C(C=CC=1)CN1CCC2(C3C(=O)N(C[C@H](N[CH2:30][CH2:31][CH2:32][C:33]([OH:35])=[O:34])C4C=CC=CC=4)C(=O)N(CC4C(C(F)(F)F)=CC=CC=4F)C=3CO2)CC1.[NH2:52][CH:53]([C:93]1[CH:98]=[CH:97][CH:96]=[C:95]([CH3:99])[N:94]=1)[CH2:54][N:55]1[C:60](=[O:61])[C:59]2[C:62]3([O:78][CH2:79][C:58]=2[N:57]([CH2:80][C:81]2[C:86]([C:87]([F:90])([F:89])[F:88])=[CH:85][CH:84]=[CH:83][C:82]=2[F:91])[C:56]1=[O:92])[CH2:67][CH2:66][N:65]([CH2:68][C:69]1[O:70][C:71]([C:74]([F:77])([F:76])[F:75])=[CH:72][CH:73]=1)[CH2:64][CH2:63]3. No catalyst specified. The product is [F:91][C:82]1[CH:83]=[CH:84][CH:85]=[C:86]([C:87]([F:89])([F:90])[F:88])[C:81]=1[CH2:80][N:57]1[C:58]2[CH2:79][O:78][C:62]3([CH2:63][CH2:64][N:65]([CH2:68][C:69]4[O:70][C:71]([C:74]([F:75])([F:76])[F:77])=[CH:72][CH:73]=4)[CH2:66][CH2:67]3)[C:59]=2[C:60](=[O:61])[N:55]([CH2:54][CH:53]([NH:52][CH2:30][CH2:31][CH2:32][C:33]([OH:35])=[O:34])[C:93]2[CH:98]=[CH:97][CH:96]=[C:95]([CH3:99])[N:94]=2)[C:56]1=[O:92]. The yield is 0.620.